From a dataset of Reaction yield outcomes from USPTO patents with 853,638 reactions. Predict the reaction yield, written as a fraction of the theoretical maximum amount of product (1.0 means a 100% yield; for example, 0.34 means a 34% yield). (1) The reactants are [NH2:1][C:2]1[S:3][CH:4]=[C:5]([CH2:7][NH:8][C:9]2[N:14]=[C:13]([CH3:15])[N:12]=[C:11]([NH:16][NH:17][C:18](=[O:37])[C@H:19]([CH2:31][CH:32]3[CH2:36][CH2:35][CH2:34][CH2:33]3)[CH2:20][N:21]([O:24]C3CCCCO3)[CH:22]=[O:23])[C:10]=2[F:38])[N:6]=1.CC(O)=O. The catalyst is O. The product is [NH2:1][C:2]1[S:3][CH:4]=[C:5]([CH2:7][NH:8][C:9]2[N:14]=[C:13]([CH3:15])[N:12]=[C:11]([NH:16][NH:17][C:18](=[O:37])[C@H:19]([CH2:31][CH:32]3[CH2:36][CH2:35][CH2:34][CH2:33]3)[CH2:20][N:21]([OH:24])[CH:22]=[O:23])[C:10]=2[F:38])[N:6]=1. The yield is 0.180. (2) The reactants are [Cl:1][C:2]1[C:3]([F:42])=[C:4]([S:21]([N:24](CC2C=CC(OC)=CC=2OC)[C:25]2[CH:30]=[CH:29][N:28]=[CH:27][N:26]=2)(=[O:23])=[O:22])[CH:5]=[CH:6][C:7]=1[O:8][C@H:9]1[CH2:14][CH2:13][CH2:12][CH2:11][C@@H:10]1[C:15]1[N:19]([CH3:20])[N:18]=[CH:17][CH:16]=1.C([SiH](CC)CC)C.FC(F)(F)C(O)=O. The catalyst is ClCCl. The product is [Cl:1][C:2]1[C:3]([F:42])=[C:4]([S:21]([NH:24][C:25]2[CH:30]=[CH:29][N:28]=[CH:27][N:26]=2)(=[O:23])=[O:22])[CH:5]=[CH:6][C:7]=1[O:8][C@H:9]1[CH2:14][CH2:13][CH2:12][CH2:11][C@@H:10]1[C:15]1[N:19]([CH3:20])[N:18]=[CH:17][CH:16]=1. The yield is 0.770. (3) The reactants are [F:1][C:2]([F:7])([F:6])[C:3]([OH:5])=[O:4].[NH2:8][C:9]1[C:18]2[C:13](=[CH:14][C:15]([O:19][CH:20]([C:25]3[CH:30]=[C:29]([O:31][CH3:32])[C:28]([O:33][CH3:34])=[CH:27][C:26]=3[F:35])[C:21]([O:23]C)=[O:22])=[CH:16][CH:17]=2)[CH:12]=[CH:11][N:10]=1.[Li+].[OH-]. The catalyst is C1COCC1. The product is [F:1][C:2]([F:7])([F:6])[C:3]([OH:5])=[O:4].[NH2:8][C:9]1[C:18]2[C:13](=[CH:14][C:15]([O:19][CH:20]([C:25]3[CH:30]=[C:29]([O:31][CH3:32])[C:28]([O:33][CH3:34])=[CH:27][C:26]=3[F:35])[C:21]([OH:23])=[O:22])=[CH:16][CH:17]=2)[CH:12]=[CH:11][N:10]=1. The yield is 0.640. (4) The reactants are [CH3:1][CH:2]([CH3:5])[CH2:3][OH:4].F[C:7]1[CH:12]=[CH:11][CH:10]=[CH:9][C:8]=1[N+:13]([O-:15])=[O:14].[CH3:16][CH:17]([CH3:27])[CH2:18][O:19][C:20]1[CH:26]=[CH:25][CH:24]=[CH:23][C:21]=1[NH2:22].[NH2:28][C:29]1[S:30][CH:31]=[CH:32][N:33]=1. No catalyst specified. The product is [CH3:1][CH:2]([CH3:5])[CH2:3][O:4][C:7]1[CH:12]=[CH:11][CH:10]=[CH:9][C:8]=1[N+:13]([O-:15])=[O:14].[CH3:16][CH:17]([CH3:27])[CH2:18][O:19][C:20]1[CH:26]=[CH:25][CH:24]=[CH:23][C:21]=1[NH:22][C:3]([NH:28][C:29]1[S:30][CH:31]=[CH:32][N:33]=1)=[O:4]. The yield is 0.750.